This data is from CYP3A4 inhibition data for predicting drug metabolism from PubChem BioAssay. The task is: Regression/Classification. Given a drug SMILES string, predict its absorption, distribution, metabolism, or excretion properties. Task type varies by dataset: regression for continuous measurements (e.g., permeability, clearance, half-life) or binary classification for categorical outcomes (e.g., BBB penetration, CYP inhibition). Dataset: cyp3a4_veith. The molecule is O=C(Nc1ccccc1)N(Cc1ccccc1)CC(O)C(F)(F)F. The result is 0 (non-inhibitor).